Dataset: Full USPTO retrosynthesis dataset with 1.9M reactions from patents (1976-2016). Task: Predict the reactants needed to synthesize the given product. (1) Given the product [CH3:32][C:30]([CH3:31])([CH3:33])[C:29]#[C:28][C:7]1[S:6][C:5]([C:3]([OH:4])=[O:2])=[C:9]([N:10]([CH2:20][CH2:21][P:22]([O:25][CH2:26][CH3:27])([CH3:24])=[O:23])[C:11]([CH:13]2[CH2:14][CH2:15][CH:16]([CH3:19])[CH2:17][CH2:18]2)=[O:12])[CH:8]=1, predict the reactants needed to synthesize it. The reactants are: C[O:2][C:3]([C:5]1[S:6][C:7]([C:28]#[C:29][C:30]([CH3:33])([CH3:32])[CH3:31])=[CH:8][C:9]=1[N:10]([CH2:20][CH2:21][P:22]([O:25][CH2:26][CH3:27])([CH3:24])=[O:23])[C:11]([CH:13]1[CH2:18][CH2:17][CH:16]([CH3:19])[CH2:15][CH2:14]1)=[O:12])=[O:4].[Li+].[OH-].O.Cl. (2) Given the product [OH:50][C@H:47]1[CH2:48][CH2:49][C@H:44]([C:36]2[CH:35]=[CH:34][C:33]([NH:32][C:2]3[C:7]([C:8]([F:9])([F:10])[F:11])=[CH:6][N:5]=[C:4]([NH:12][C:13]4[CH:31]=[CH:30][C:16]([CH2:17][P:18](=[O:29])([O:24][CH2:25][CH2:26][O:27][CH3:28])[O:19][CH2:20][CH2:21][O:22][CH3:23])=[CH:15][CH:14]=4)[N:3]=3)=[C:41]3[C:37]=2[CH2:38][N:39]([CH3:43])[C:40]3=[O:42])[CH2:45][CH2:46]1, predict the reactants needed to synthesize it. The reactants are: Cl[C:2]1[C:7]([C:8]([F:11])([F:10])[F:9])=[CH:6][N:5]=[C:4]([NH:12][C:13]2[CH:31]=[CH:30][C:16]([CH2:17][P:18](=[O:29])([O:24][CH2:25][CH2:26][O:27][CH3:28])[O:19][CH2:20][CH2:21][O:22][CH3:23])=[CH:15][CH:14]=2)[N:3]=1.[NH2:32][C:33]1[CH:34]=[CH:35][C:36]([CH:44]2[CH2:49][CH2:48][CH:47]([OH:50])[CH2:46][CH2:45]2)=[C:37]2[C:41]=1[C:40](=[O:42])[N:39]([CH3:43])[CH2:38]2. (3) Given the product [Cl:1][C:2]1[CH:15]=[C:14](/[CH:16]=[CH:17]/[CH:18]([C:23]2[CH:24]=[C:25]([Cl:31])[C:26]([Cl:30])=[C:27]([Cl:29])[CH:28]=2)[C:19]([F:22])([F:21])[F:20])[CH:13]=[CH:12][C:3]=1[CH2:4][NH:5][C:6](=[O:11])[CH2:7][CH2:8][S:34]([CH3:38])(=[O:36])=[O:33], predict the reactants needed to synthesize it. The reactants are: [Cl:1][C:2]1[CH:15]=[C:14](/[CH:16]=[CH:17]/[CH:18]([C:23]2[CH:28]=[C:27]([Cl:29])[C:26]([Cl:30])=[C:25]([Cl:31])[CH:24]=2)[C:19]([F:22])([F:21])[F:20])[CH:13]=[CH:12][C:3]=1[CH2:4][NH:5][C:6](=[O:11])[CH2:7][CH2:8]SC.O[O:33][S:34]([O-:36])=O.[K+].[CH3:38]C(C)=O. (4) The reactants are: [N+:1]([C:4]1[CH:5]=[C:6]2[C:12]3[CH:13]=[CH:14][CH:15]=[C:16]4[C:17]5[CH:18]=[CH:19][CH:20]=[CH:21][C:22]=5[N:10]([C:11]=34)[C:7]2=[CH:8][CH:9]=1)([O-])=O.C(O)(=O)C.CC(O)C.[Cl-].[NH4+]. Given the product [CH:15]1[CH:14]=[CH:13][C:12]2[C:6]3[C:7]([N:10]4[C:11]=2[C:16]=1[C:17]1[CH:18]=[CH:19][CH:20]=[CH:21][C:22]=14)=[CH:8][CH:9]=[C:4]([NH2:1])[CH:5]=3, predict the reactants needed to synthesize it. (5) Given the product [NH2:1][C:2]1[C:10]2[CH2:9][CH2:8][N:7]([C:11]3[CH:16]=[CH:15][C:14]([N:17]([CH3:18])[CH3:19])=[CH:13][CH:12]=3)[C:6](=[O:20])[C:5]=2[N:4]([C:21](=[O:24])[CH2:29][CH2:30][N:32]2[CH2:37][CH2:36][N:35]([C:38]3[CH:43]=[CH:42][CH:41]=[CH:40][CH:39]=3)[CH2:34][CH2:33]2)[N:3]=1, predict the reactants needed to synthesize it. The reactants are: [NH2:1][C:2]1[C:10]2[CH2:9][CH2:8][N:7]([C:11]3[CH:16]=[CH:15][C:14]([N:17]([CH3:19])[CH3:18])=[CH:13][CH:12]=3)[C:6](=[O:20])[C:5]=2[NH:4][N:3]=1.[C:21](=[O:24])([O-])[O-].[K+].[K+].ClC[CH2:29][C:30]([N:32]1[CH2:37][CH2:36][N:35]([C:38]2[CH:43]=[CH:42][CH:41]=[CH:40][CH:39]=2)[CH2:34][CH2:33]1)=O. (6) Given the product [CH3:25][O:24][C:19]1[CH:20]=[CH:21][CH:22]=[CH:23][C:18]=1[C:16]1[N:17]=[C:13](/[CH:12]=[CH:11]/[C:8]2[CH:9]=[CH:10][C:5]([C:32]3[CH:33]=[CH:34][C:29]([OH:28])=[CH:30][CH:31]=3)=[CH:6][CH:7]=2)[N:14]([CH2:26][CH3:27])[CH:15]=1, predict the reactants needed to synthesize it. The reactants are: BrCC.Br[C:5]1[CH:10]=[CH:9][C:8](/[CH:11]=[CH:12]/[C:13]2[N:14]([CH2:26][CH3:27])[CH:15]=[C:16]([C:18]3[CH:23]=[CH:22][CH:21]=[CH:20][C:19]=3[O:24][CH3:25])[N:17]=2)=[CH:7][CH:6]=1.[OH:28][C:29]1[CH:34]=[CH:33][C:32](B(O)O)=[CH:31][CH:30]=1. (7) Given the product [C:1]([O:5][C:6]([N:8]1[CH2:15][C:14]2=[C:13]3[N:12]([N:11]=[C:10]2[CH2:9]1)[C:22]([CH3:23])=[C:18]([CH3:17])[C:19]([CH3:20])=[N:16]3)=[O:7])([CH3:4])([CH3:2])[CH3:3], predict the reactants needed to synthesize it. The reactants are: [C:1]([O:5][C:6]([N:8]1[CH2:15][C:14]2[C:10](=[N:11][NH:12][C:13]=2[NH2:16])[CH2:9]1)=[O:7])([CH3:4])([CH3:3])[CH3:2].[CH3:17][CH:18]([C:22](=O)[CH3:23])[C:19](=O)[CH3:20]. (8) Given the product [I:11][C:10]1[N:17]([C@@H:18]2[O:30][C@H:29]([CH2:31][O:32][C:33](=[O:35])[CH3:34])[C@@H:24]([O:25][C:26](=[O:28])[CH3:27])[C@H:19]2[O:20][C:21](=[O:23])[CH3:22])[CH:16]=[N:15][C:14]=1[C:36]([NH2:38])=[O:37], predict the reactants needed to synthesize it. The reactants are: N(OCCC(C)C)=O.I[CH2:10][I:11].NC1[N:17]([C@@H:18]2[O:30][C@H:29]([CH2:31][O:32][C:33](=[O:35])[CH3:34])[C@@H:24]([O:25][C:26](=[O:28])[CH3:27])[C@H:19]2[O:20][C:21](=[O:23])[CH3:22])[CH:16]=[N:15][C:14]=1[C:36]([NH2:38])=[O:37]. (9) Given the product [Br:17][CH:7]([C:6]1[N:5]([CH3:9])[N:4]([C:10]2[CH:15]=[CH:14][CH:13]=[CH:12][CH:11]=2)[C:3](=[O:16])[C:2]=1[Cl:1])[CH3:8], predict the reactants needed to synthesize it. The reactants are: [Cl:1][C:2]1[C:3](=[O:16])[N:4]([C:10]2[CH:15]=[CH:14][CH:13]=[CH:12][CH:11]=2)[N:5]([CH3:9])[C:6]=1[CH2:7][CH3:8].[Br:17]N1C(=O)CCC1=O. (10) Given the product [C:1]([C:5]1[CH:6]=[C:7]([NH:11][C:12]([C:13]2[CH:14]=[CH:15][C:16]([CH:19]3[CH2:24][CH2:23][N:22]([C:27]4[CH:35]=[CH:34][C:30]([C:31]([OH:33])=[O:32])=[CH:29][C:28]=4[CH3:36])[CH2:21][CH2:20]3)=[CH:17][CH:18]=2)=[O:25])[CH:8]=[CH:9][CH:10]=1)([CH3:4])([CH3:2])[CH3:3], predict the reactants needed to synthesize it. The reactants are: [C:1]([C:5]1[CH:6]=[C:7]([NH:11][C:12](=[O:25])[C:13]2[CH:18]=[CH:17][C:16]([CH:19]3[CH2:24][CH2:23][NH:22][CH2:21][CH2:20]3)=[CH:15][CH:14]=2)[CH:8]=[CH:9][CH:10]=1)([CH3:4])([CH3:3])[CH3:2].Br[C:27]1[CH:35]=[CH:34][C:30]([C:31]([OH:33])=[O:32])=[CH:29][C:28]=1[CH3:36].C(C1C=C(NC(C2C=CC(N3CCN(C4C=CC(C(O)=O)=CC=4)CC3)=C(F)C=2)=O)C=CC=1)(C)(C)C.